Dataset: Catalyst prediction with 721,799 reactions and 888 catalyst types from USPTO. Task: Predict which catalyst facilitates the given reaction. (1) Reactant: [NH2:1][C:2]1[CH:7]=[CH:6][C:5]([N:8]2[CH2:13][CH2:12][N:11]([C:14]([O:16][C:17]([CH3:20])([CH3:19])[CH3:18])=[O:15])[CH2:10][CH2:9]2)=[CH:4][C:3]=1[CH2:21][NH2:22].C1N=CN([C:28](N2C=NC=C2)=[O:29])C=1. Product: [O:29]=[C:28]1[NH:22][CH2:21][C:3]2[C:2](=[CH:7][CH:6]=[C:5]([N:8]3[CH2:13][CH2:12][N:11]([C:14]([O:16][C:17]([CH3:19])([CH3:18])[CH3:20])=[O:15])[CH2:10][CH2:9]3)[CH:4]=2)[NH:1]1. The catalyst class is: 1. (2) Reactant: [BrH:1].N1C=CC=CC=1.[O:8]1[C:12]2[CH:13]=[CH:14][CH:15]=[CH:16][C:11]=2[CH:10]=[C:9]1[C:17]([CH3:19])=[O:18]. Product: [O:8]1[C:12]2[CH:13]=[CH:14][CH:15]=[CH:16][C:11]=2[CH:10]=[C:9]1[C:17](=[O:18])[CH2:19][Br:1]. The catalyst class is: 5. (3) Reactant: [C:1]([C@@:3]1([OH:19])[C@H:7]([OH:8])[C@@H:6]([CH2:9][OH:10])[O:5][C@H:4]1[N:11]1[CH:16]=[CH:15][C:14](=[O:17])[NH:13][C:12]1=[O:18])#[CH:2].C([Mg]Cl)(C)(C)C.[Cl:26][C:27]1[CH:57]=[CH:56][C:30]([O:31][P:32]([NH:46][C@@H:47]([CH3:55])[C:48]([O:50][C@@H:51]([CH2:53][CH3:54])[CH3:52])=[O:49])(OC2C(F)=C(F)C(F)=C(F)C=2F)=[O:33])=[CH:29][CH:28]=1. Product: [Cl:26][C:27]1[CH:28]=[CH:29][C:30]([O:31][P:32]([NH:46][C@@H:47]([CH3:55])[C:48]([O:50][C@@H:51]([CH2:53][CH3:54])[CH3:52])=[O:49])([O:10][CH2:9][C@@H:6]2[C@@H:7]([OH:8])[C@@:3]([C:1]#[CH:2])([OH:19])[C@H:4]([N:11]3[CH:16]=[CH:15][C:14](=[O:17])[NH:13][C:12]3=[O:18])[O:5]2)=[O:33])=[CH:56][CH:57]=1. The catalyst class is: 1. (4) Reactant: [Br:1][C:2]1[CH:7]=[CH:6][C:5]([C:8]2[CH:13]=[CH:12][C:11]([C:14]3[CH:19]=[CH:18][CH:17]=[CH:16][CH:15]=3)=[CH:10][CH:9]=2)=[CH:4][CH:3]=1.[I:20]I.O.S(=O)(=O)(O)O. Product: [Br:1][C:2]1[CH:3]=[CH:4][C:5]([C:8]2[CH:13]=[CH:12][C:11]([I:20])([C:14]3[CH:19]=[CH:18][CH:17]=[CH:16][CH:15]=3)[CH2:10][CH:9]=2)=[CH:6][CH:7]=1. The catalyst class is: 15. (5) Reactant: [O:1]=[C:2]1[CH:11]=[CH:10][C:9]2[C:8]([C:12]([O:14][CH3:15])=[O:13])=[CH:7][CH:6]=[CH:5][C:4]=2[N:3]1[CH2:16][CH:17]=O.[C:19]([O:23][C:24](=[O:43])[N:25]([CH2:32][C:33]1[CH:42]=[CH:41][C:36]2[O:37][CH2:38][CH2:39][O:40][C:35]=2[CH:34]=1)[CH:26]1[CH2:31][CH2:30][NH:29][CH2:28][CH2:27]1)([CH3:22])([CH3:21])[CH3:20].C(O[BH-](OC(=O)C)OC(=O)C)(=O)C.[Na+].C(=O)([O-])O.[Na+]. Product: [C:19]([O:23][C:24](=[O:43])[N:25]([CH2:32][C:33]1[CH:42]=[CH:41][C:36]2[O:37][CH2:38][CH2:39][O:40][C:35]=2[CH:34]=1)[CH:26]1[CH2:31][CH2:30][N:29]([CH2:17][CH2:16][N:3]2[C:4]3[C:9](=[C:8]([C:12]([O:14][CH3:15])=[O:13])[CH:7]=[CH:6][CH:5]=3)[CH:10]=[CH:11][C:2]2=[O:1])[CH2:28][CH2:27]1)([CH3:22])([CH3:20])[CH3:21]. The catalyst class is: 671. (6) Reactant: [F:1][C:2]1[CH:7]=[CH:6][CH:5]=[CH:4][C:3]=1[C:8]1[C:9]2[C:13]([CH:14]=[CH:15][CH:16]=1)=[N:12][N:11]1[C:17]([CH:22]3[CH2:27][CH2:26][N:25](C(OC(C)(C)C)=O)[CH2:24][CH2:23]3)=[CH:18][C:19](=[O:21])[NH:20][C:10]=21.[ClH:35]. Product: [ClH:35].[F:1][C:2]1[CH:7]=[CH:6][CH:5]=[CH:4][C:3]=1[C:8]1[C:9]2[C:13]([CH:14]=[CH:15][CH:16]=1)=[N:12][N:11]1[C:17]([CH:22]3[CH2:27][CH2:26][NH:25][CH2:24][CH2:23]3)=[CH:18][C:19](=[O:21])[NH:20][C:10]=21. The catalyst class is: 12. (7) Product: [Cl:1][C:2]1[CH:3]=[CH:4][C:5]([N:20]2[CH:24]=[CH:23][CH:22]=[CH:21]2)=[C:6]([C:8]([C:10]2[C:19]3[C:14](=[CH:15][CH:16]=[CH:17][CH:18]=3)[CH:13]=[CH:12][CH:11]=2)=[O:9])[CH:7]=1. The catalyst class is: 327. Reactant: [Cl:1][C:2]1[CH:3]=[CH:4][C:5]([N:20]2[CH:24]=[CH:23][CH:22]=[CH:21]2)=[C:6]([CH:8]([C:10]2[C:19]3[C:14](=[CH:15][CH:16]=[CH:17][CH:18]=3)[CH:13]=[CH:12][CH:11]=2)[OH:9])[CH:7]=1. (8) Reactant: [C:1]([Mg]Br)#[CH:2].[C:5]([O:9][C:10]([N:12]1[CH:17]([CH2:18][CH:19]=[O:20])[CH2:16][CH:15]([N:21]([CH2:26][C:27]2[CH:32]=[C:31]([C:33]([F:36])([F:35])[F:34])[CH:30]=[C:29]([C:37]([F:40])([F:39])[F:38])[CH:28]=2)[C:22]([O:24][CH3:25])=[O:23])[CH2:14][CH:13]1[CH2:41][CH3:42])=[O:11])([CH3:8])([CH3:7])[CH3:6].[Br-]. Product: [C:5]([O:9][C:10]([N:12]1[CH:17]([CH2:18][CH:19]([OH:20])[C:1]#[CH:2])[CH2:16][CH:15]([N:21]([CH2:26][C:27]2[CH:32]=[C:31]([C:33]([F:35])([F:36])[F:34])[CH:30]=[C:29]([C:37]([F:40])([F:38])[F:39])[CH:28]=2)[C:22]([O:24][CH3:25])=[O:23])[CH2:14][CH:13]1[CH2:41][CH3:42])=[O:11])([CH3:8])([CH3:7])[CH3:6]. The catalyst class is: 1. (9) Reactant: [C:1]([O:6][C:7]1[CH:12]=[CH:11][C:10]([O:13][CH2:14][C:15]2[CH:20]=[C:19]([NH:21]C(OC(C)(C)C)=O)[CH:18]=[C:17]([NH:29]C(OC(C)(C)C)=O)[CH:16]=2)=[CH:9][CH:8]=1)(=[O:5])[C:2]([CH3:4])=[CH2:3].ClCCl.FC(F)(F)C(O)=O.C(=O)([O-])O.[Na+]. Product: [C:1]([O:6][C:7]1[CH:12]=[CH:11][C:10]([O:13][CH2:14][C:15]2[CH:16]=[C:17]([NH2:29])[CH:18]=[C:19]([NH2:21])[CH:20]=2)=[CH:9][CH:8]=1)(=[O:5])[C:2]([CH3:4])=[CH2:3]. The catalyst class is: 413.